This data is from M1 muscarinic receptor agonist screen with 61,833 compounds. The task is: Binary Classification. Given a drug SMILES string, predict its activity (active/inactive) in a high-throughput screening assay against a specified biological target. (1) The molecule is N1(CCC(CC1)C)C(c1n(nnn1)C(C)(C)C)c1ccc(N(C)C)cc1. The result is 0 (inactive). (2) The result is 0 (inactive). The drug is S(=O)(=O)(CCC(=O)Nc1cc(OC)ccc1)c1sccc1.